From a dataset of Catalyst prediction with 721,799 reactions and 888 catalyst types from USPTO. Predict which catalyst facilitates the given reaction. (1) Reactant: [C:1]([O:5][C:6](=[O:11])[NH:7][CH2:8][CH2:9][NH2:10])([CH3:4])([CH3:3])[CH3:2].[F:12][C:13]1[CH:20]=[CH:19][C:16]([CH:17]=O)=[CH:15][CH:14]=1.C(N(CC)CC)C.S([O-])([O-])(=O)=O.[Mg+2].[BH4-].[Na+]. Product: [C:1]([O:5][C:6](=[O:11])[NH:7][CH2:8][CH2:9][NH:10][CH2:17][C:16]1[CH:19]=[CH:20][C:13]([F:12])=[CH:14][CH:15]=1)([CH3:4])([CH3:2])[CH3:3]. The catalyst class is: 5. (2) Reactant: C(OC([NH:8][CH2:9][C@H:10]1[CH2:15][CH2:14][C@H:13]([C:16]([NH:18][C@H:19]([C:49](=[O:67])[NH:50][C:51]2[CH:66]=[CH:65][C:54]3[NH:55][C:56]([C:58]([F:64])([F:63])[C:59]([F:62])([F:61])[F:60])=[N:57][C:53]=3[CH:52]=2)[CH2:20][C:21]2[CH:26]=[CH:25][C:24]([C:27]3[CH:32]=[CH:31][C:30]([C:33]([NH:35][C@@H:36]4[CH2:40][CH2:39][N:38](C(OC(C)(C)C)=O)[CH2:37]4)=[O:34])=[CH:29][C:28]=3[CH3:48])=[CH:23][CH:22]=2)=[O:17])[CH2:12][CH2:11]1)=O)(C)(C)C.[ClH:68]. Product: [ClH:68].[NH2:8][CH2:9][C@H:10]1[CH2:11][CH2:12][C@H:13]([C:16]([NH:18][C@H:19]([C:49](=[O:67])[NH:50][C:51]2[CH:66]=[CH:65][C:54]3[NH:55][C:56]([C:58]([F:63])([F:64])[C:59]([F:60])([F:61])[F:62])=[N:57][C:53]=3[CH:52]=2)[CH2:20][C:21]2[CH:26]=[CH:25][C:24]([C:27]3[CH:32]=[CH:31][C:30]([C:33]([NH:35][C@@H:36]4[CH2:40][CH2:39][NH:38][CH2:37]4)=[O:34])=[CH:29][C:28]=3[CH3:48])=[CH:23][CH:22]=2)=[O:17])[CH2:14][CH2:15]1. The catalyst class is: 12. (3) Reactant: OP(O)(O)=O.[Br:6][C:7]1[CH:12]=[CH:11][C:10]([C:13](O)([CH3:15])[CH3:14])=[C:9]([NH:17][C:18]2[CH:23]=[CH:22][CH:21]=[CH:20][CH:19]=2)[CH:8]=1. Product: [Br:6][C:7]1[CH:12]=[CH:11][C:10]2[C:13]([CH3:15])([CH3:14])[C:23]3[C:18]([NH:17][C:9]=2[CH:8]=1)=[CH:19][CH:20]=[CH:21][CH:22]=3. The catalyst class is: 2. (4) Reactant: [F:1][C:2]1[C:3]([N+:9]([O-:11])=[O:10])=[C:4]([NH2:8])[CH:5]=[CH:6][CH:7]=1.C1C(=O)N([Br:19])C(=O)C1.O. Product: [Br:19][C:7]1[CH:6]=[CH:5][C:4]([NH2:8])=[C:3]([N+:9]([O-:11])=[O:10])[C:2]=1[F:1]. The catalyst class is: 3. (5) Reactant: [NH2:1][C:2]1[CH:3]=[C:4]([CH:8]=[CH:9][CH:10]=1)[C:5]([NH2:7])=[O:6].[CH3:11][O:12][C:13]1[CH:14]=[C:15](B(O)O)[CH:16]=[CH:17][C:18]=1[F:19].O.[C:24]([OH:28])(=[O:27])[CH:25]=O. Product: [C:5]([C:4]1[CH:3]=[C:2]([NH:1][CH:25]([C:15]2[CH:16]=[CH:17][C:18]([F:19])=[C:13]([O:12][CH3:11])[CH:14]=2)[C:24]([OH:28])=[O:27])[CH:10]=[CH:9][CH:8]=1)(=[O:6])[NH2:7]. The catalyst class is: 444. (6) Reactant: [F-:1].[K+].[F:3][C:4]([C:12]([F:15])([F:14])[F:13])([C:8]([F:11])([F:10])[F:9])[C:5]([F:7])=[O:6].S(O[CH2:23][CH3:24])(OCC)(=O)=O. Product: [C:4]([C:5]([O:6][CH2:23][CH3:24])([F:1])[F:7])([C:8]([F:10])([F:9])[F:11])([C:12]([F:13])([F:14])[F:15])[F:3]. The catalyst class is: 9.